This data is from Full USPTO retrosynthesis dataset with 1.9M reactions from patents (1976-2016). The task is: Predict the reactants needed to synthesize the given product. (1) The reactants are: BrCCBr.C[Si](Cl)(C)C.I[CH2:11][C@H:12]1[NH:16][C:15](=[O:17])[CH2:14][CH2:13]1.C1(C)C=CC=CC=1P(C1C=CC=CC=1C)C1C=CC=CC=1C.[CH2:40]([O:47][C:48]1[CH:53]=[C:52](I)[CH:51]=[CH:50][C:49]=1[N:55]1[S:59](=[O:61])(=[O:60])[N:58]([CH2:62][CH2:63][Si:64]([CH3:67])([CH3:66])[CH3:65])[C:57](=[O:68])[CH2:56]1)[C:41]1[CH:46]=[CH:45][CH:44]=[CH:43][CH:42]=1. Given the product [CH2:40]([O:47][C:48]1[CH:53]=[C:52]([CH2:11][C@@H:12]2[CH2:13][CH2:14][C:15](=[O:17])[NH:16]2)[CH:51]=[CH:50][C:49]=1[N:55]1[S:59](=[O:60])(=[O:61])[N:58]([CH2:62][CH2:63][Si:64]([CH3:66])([CH3:65])[CH3:67])[C:57](=[O:68])[CH2:56]1)[C:41]1[CH:42]=[CH:43][CH:44]=[CH:45][CH:46]=1, predict the reactants needed to synthesize it. (2) Given the product [CH2:10]1[C@@H:9]2[C@@H:8]([CH2:16][CH:15]=[CH:14][CH2:13]2)[CH2:7][NH:11]1, predict the reactants needed to synthesize it. The reactants are: [H-].[Al+3].[Li+].[H-].[H-].[H-].[C:7]1(=O)[NH:11][C:10](=O)[C@H:9]2[CH2:13][CH:14]=[CH:15][CH2:16][C@@H:8]12. (3) Given the product [Cl:15][C:16]1[CH:17]=[CH:18][C:19]([CH:20]=[C:21]2[CH2:22][CH2:23][N:24]([C:10]([C:8]3[NH:7][C:6]4[CH:13]=[C:2]([OH:1])[CH:3]=[CH:4][C:5]=4[N:9]=3)=[O:12])[CH2:25][CH2:26]2)=[CH:27][CH:28]=1, predict the reactants needed to synthesize it. The reactants are: [OH:1][C:2]1[CH:3]=[CH:4][C:5]2[N:9]=[C:8]([C:10]([OH:12])=O)[NH:7][C:6]=2[CH:13]=1.Cl.[Cl:15][C:16]1[CH:28]=[CH:27][C:19]([CH:20]=[C:21]2[CH2:26][CH2:25][NH:24][CH2:23][CH2:22]2)=[CH:18][CH:17]=1. (4) Given the product [NH2:10][C:9]1[N:3]=[C:2]([Cl:13])[C:4]([C:11]#[N:12])=[C:5]([S:6][CH3:7])[N:8]=1, predict the reactants needed to synthesize it. The reactants are: [Na].[C:2]([C:4]([C:11]#[N:12])=[C:5]([NH:8][C:9]#[N:10])[S:6][CH3:7])#[N:3].[ClH:13].